This data is from Peptide-MHC class II binding affinity with 134,281 pairs from IEDB. The task is: Regression. Given a peptide amino acid sequence and an MHC pseudo amino acid sequence, predict their binding affinity value. This is MHC class II binding data. (1) The peptide sequence is AADTAGTTVYGAFAA. The MHC is HLA-DQA10401-DQB10402 with pseudo-sequence HLA-DQA10401-DQB10402. The binding affinity (normalized) is 0.436. (2) The peptide sequence is CFNCGKEGHLARNCRAPR. The MHC is DRB1_0405 with pseudo-sequence DRB1_0405. The binding affinity (normalized) is 0.162. (3) The peptide sequence is AFKVAATAANAVPAN. The MHC is HLA-DPA10103-DPB10301 with pseudo-sequence HLA-DPA10103-DPB10301. The binding affinity (normalized) is 0.571. (4) The peptide sequence is AALAAAAGVPPADKY. The binding affinity (normalized) is 0.131. The MHC is HLA-DQA10101-DQB10501 with pseudo-sequence HLA-DQA10101-DQB10501. (5) The peptide sequence is VEKGSNPNYLALLVK. The MHC is HLA-DQA10301-DQB10302 with pseudo-sequence HLA-DQA10301-DQB10302. The binding affinity (normalized) is 0.137. (6) The peptide sequence is GIVTMLSPMLHHWIK. The MHC is DRB1_0701 with pseudo-sequence DRB1_0701. The binding affinity (normalized) is 0.495. (7) The peptide sequence is GQNYTYKWETFLTRE. The MHC is HLA-DQA10501-DQB10201 with pseudo-sequence HLA-DQA10501-DQB10201. The binding affinity (normalized) is 0.140. (8) The peptide sequence is KIIGGIGGFVKVRQYDQIPI. The MHC is HLA-DQA10501-DQB10301 with pseudo-sequence HLA-DQA10501-DQB10301. The binding affinity (normalized) is 0.588.